From a dataset of Forward reaction prediction with 1.9M reactions from USPTO patents (1976-2016). Predict the product of the given reaction. (1) Given the reactants [C:1]1([CH:7]([C:18]2[CH:23]=[CH:22][CH:21]=[CH:20][CH:19]=2)[N:8](C2C=CC=CC=2)[C:9](=[O:11])[O-])[CH:6]=[CH:5][CH:4]=[CH:3][CH:2]=1.[CH2:24]([NH:27][C:28]1[N:33]=[C:32]([NH:34][CH2:35][CH2:36][CH3:37])[N:31]=[C:30]([N:38]2[CH2:43][CH2:42][NH:41][CH2:40][CH2:39]2)[N:29]=1)[CH2:25][CH3:26].C1CCN2C(=NCCC2)CC1, predict the reaction product. The product is: [C:18]1([CH:7]([NH:8][C:9]([N:41]2[CH2:40][CH2:39][N:38]([C:30]3[N:29]=[C:28]([NH:27][CH2:24][CH2:25][CH3:26])[N:33]=[C:32]([NH:34][CH2:35][CH2:36][CH3:37])[N:31]=3)[CH2:43][CH2:42]2)=[O:11])[C:1]2[CH:2]=[CH:3][CH:4]=[CH:5][CH:6]=2)[CH:19]=[CH:20][CH:21]=[CH:22][CH:23]=1. (2) Given the reactants [C:1]([C:4]1[C:5]([CH3:12])=[C:6]([C:10]#[N:11])[NH:7][C:8]=1[CH3:9])(=[O:3])[CH3:2].[CH3:13][N:14]([CH3:25])[CH:15](N(C)C)C(=O)C(C)(C)C, predict the reaction product. The product is: [CH3:13][N:14]([CH3:25])[CH:15]=[CH:2][C:1]([C:4]1[C:5]([CH3:12])=[C:6]([C:10]#[N:11])[NH:7][C:8]=1[CH3:9])=[O:3]. (3) Given the reactants F[C:2]1[N:7]=[C:6]([C:8]2[C:16]3[C:11](=[CH:12][N:13]=[C:14]([C:17]4[CH:18]=[N:19][CH:20]=[CH:21][CH:22]=4)[CH:15]=3)[N:10](C3CCCCO3)[N:9]=2)[CH:5]=[CH:4][CH:3]=1.[NH:29]1[CH2:34][CH2:33][CH2:32][C@@H:31]([NH:35]C(=O)OCC2C=CC=CC=2)[CH2:30]1, predict the reaction product. The product is: [N:19]1[CH:20]=[CH:21][CH:22]=[C:17]([C:14]2[CH:15]=[C:16]3[C:8]([C:6]4[N:7]=[C:2]([N:29]5[CH2:34][CH2:33][CH2:32][C@H:31]([NH2:35])[CH2:30]5)[CH:3]=[CH:4][CH:5]=4)=[N:9][NH:10][C:11]3=[CH:12][N:13]=2)[CH:18]=1. (4) Given the reactants C[O:2][C:3](=O)[CH2:4][CH2:5][C:6]1[CH:11]=[CH:10][C:9]([C@H:12]2[CH2:16][CH2:15][C@H:14]([NH:17][C@@H:18]([C:20]3[C:29]4[C:24](=[CH:25][CH:26]=[CH:27][CH:28]=4)[CH:23]=[CH:22][CH:21]=3)[CH3:19])[CH2:13]2)=[CH:8][CH:7]=1.[CH2:31]([Mg]Br)[CH3:32].[C:35](OCC)(=O)[CH3:36], predict the reaction product. The product is: [CH2:35]([C:3]([OH:2])([CH2:31][CH3:32])[CH2:4][CH2:5][C:6]1[CH:7]=[CH:8][C:9]([C@H:12]2[CH2:16][CH2:15][C@H:14]([NH:17][C@@H:18]([C:20]3[C:29]4[C:24](=[CH:25][CH:26]=[CH:27][CH:28]=4)[CH:23]=[CH:22][CH:21]=3)[CH3:19])[CH2:13]2)=[CH:10][CH:11]=1)[CH3:36]. (5) Given the reactants Cl.Cl.[Cl:3][C:4]1[CH:9]=[C:8]([Cl:10])[CH:7]=[CH:6][C:5]=1[C:11]1[CH:16]=[CH:15][C:14]([O:17][C:18]([F:21])([F:20])[F:19])=[C:13]([CH2:22][NH:23][C@H:24]2[CH2:29][CH2:28][NH:27][CH2:26][C@H:25]2[C:30]2[CH:35]=[CH:34][CH:33]=[CH:32][CH:31]=2)[CH:12]=1.[O:36]=[C:37]1[CH2:42][CH:41]([C:43](O)=[O:44])[CH2:40][C:39](=[O:46])[NH:38]1.Cl.C(OCC)(=O)C, predict the reaction product. The product is: [ClH:3].[Cl:3][C:4]1[CH:9]=[C:8]([Cl:10])[CH:7]=[CH:6][C:5]=1[C:11]1[CH:16]=[CH:15][C:14]([O:17][C:18]([F:19])([F:20])[F:21])=[C:13]([CH2:22][NH:23][C@H:24]2[CH2:29][CH2:28][N:27]([C:43]([CH:41]3[CH2:40][C:39](=[O:46])[NH:38][C:37](=[O:36])[CH2:42]3)=[O:44])[CH2:26][C@H:25]2[C:30]2[CH:31]=[CH:32][CH:33]=[CH:34][CH:35]=2)[CH:12]=1. (6) Given the reactants [O:1]1[CH2:7][CH:6]([C:8]2[C:16]3[S:15][C:14]([NH2:17])=[N:13][C:12]=3[C:11]([O:18][CH3:19])=[CH:10][CH:9]=2)[CH2:5][O:4][CH2:3][CH2:2]1.Cl[C:21](OC1C=CC=CC=1)=[O:22].[C@H:30]12[CH2:36][C@H:33]([NH:34][CH2:35]1)[CH2:32][O:31]2, predict the reaction product. The product is: [O:4]1[CH2:5][CH:6]([C:8]2[C:16]3[S:15][C:14]([NH:17][C:21]([N:34]4[CH2:35][C@@H:30]5[CH2:36][C@H:33]4[CH2:32][O:31]5)=[O:22])=[N:13][C:12]=3[C:11]([O:18][CH3:19])=[CH:10][CH:9]=2)[CH2:7][O:1][CH2:2][CH2:3]1. (7) Given the reactants [C:1]([O:4][CH2:5][C:6]1[CH:11]=[C:10]([NH:12][C:13](=[O:15])[CH3:14])[CH:9]=[CH:8][C:7]=1[N:16]1[CH2:21][CH2:20][O:19][CH2:18][CH2:17]1)(=[O:3])[CH3:2].[H-].[Na+].[CH3:24]I.O, predict the reaction product. The product is: [C:1]([O:4][CH2:5][C:6]1[CH:11]=[C:10]([N:12]([C:13](=[O:15])[CH3:14])[CH3:24])[CH:9]=[CH:8][C:7]=1[N:16]1[CH2:17][CH2:18][O:19][CH2:20][CH2:21]1)(=[O:3])[CH3:2].